From a dataset of Peptide-MHC class I binding affinity with 185,985 pairs from IEDB/IMGT. Regression. Given a peptide amino acid sequence and an MHC pseudo amino acid sequence, predict their binding affinity value. This is MHC class I binding data. The peptide sequence is TMERTNDLTA. The MHC is HLA-A02:01 with pseudo-sequence HLA-A02:01. The binding affinity (normalized) is 0.233.